Task: Predict the reactants needed to synthesize the given product.. Dataset: Full USPTO retrosynthesis dataset with 1.9M reactions from patents (1976-2016) (1) Given the product [C:23]([C:21]1[O:22][C:18]([C:6]2[CH:5]=[C:4]3[C:9]([C:10]([N:12]4[CH2:17][CH2:16][O:15][CH2:14][CH2:13]4)=[N:11][C:2]([C:45]4[CH:46]=[CH:47][C:42]([NH:41][C:39](=[O:40])[NH:38][C:36]5[CH:35]=[CH:34][C:28]([C:29]([N:31]([CH3:33])[CH3:32])=[O:30])=[C:27]([F:26])[CH:37]=5)=[CH:43][CH:44]=4)=[N:3]3)=[CH:8][CH:7]=2)=[CH:19][CH:20]=1)(=[O:25])[CH3:24], predict the reactants needed to synthesize it. The reactants are: Cl[C:2]1[N:11]=[C:10]([N:12]2[CH2:17][CH2:16][O:15][CH2:14][CH2:13]2)[C:9]2[C:4](=[CH:5][C:6]([C:18]3[O:22][C:21]([C:23](=[O:25])[CH3:24])=[CH:20][CH:19]=3)=[CH:7][CH:8]=2)[N:3]=1.[F:26][C:27]1[CH:37]=[C:36]([NH:38][C:39]([NH:41][C:42]2[CH:47]=[CH:46][C:45](B3OC(C)(C)C(C)(C)O3)=[CH:44][CH:43]=2)=[O:40])[CH:35]=[CH:34][C:28]=1[C:29]([N:31]([CH3:33])[CH3:32])=[O:30].C(=O)([O-])[O-].[Cs+].[Cs+].C1(C)C=CC=CC=1. (2) Given the product [F:19][C:20]1[CH:21]=[C:22]2[C:26](=[CH:27][CH:28]=1)[CH2:25][N:24]([C:15](=[O:17])[CH2:14][N:3]1[CH2:4][CH2:5][CH2:6][CH:7]([C:8]3[CH:9]=[CH:10][CH:11]=[CH:12][CH:13]=3)[C:2]1=[O:1])[CH2:23]2, predict the reactants needed to synthesize it. The reactants are: [O:1]=[C:2]1[CH:7]([C:8]2[CH:13]=[CH:12][CH:11]=[CH:10][CH:9]=2)[CH2:6][CH2:5][CH2:4][N:3]1[CH2:14][C:15]([OH:17])=O.Cl.[F:19][C:20]1[CH:21]=[C:22]2[C:26](=[CH:27][CH:28]=1)[CH2:25][NH:24][CH2:23]2.C(N=C=NCCCN(C)C)C. (3) Given the product [F:1][C:2]1[CH:3]=[C:4]([NH:9][C:10]([C:12]2[C:13]([CH3:26])=[N:14][S:15][C:16]=2[NH:17][C:18]2[CH:23]=[N:22][C:21]([CH2:24][CH3:25])=[CH:20][N:19]=2)=[O:11])[CH:5]=[CH:6][C:7]=1[F:8], predict the reactants needed to synthesize it. The reactants are: [F:1][C:2]1[CH:3]=[C:4]([NH:9][C:10]([C:12]2[C:13]([CH3:26])=[N:14][S:15][C:16]=2[NH:17][C:18]2[CH:23]=[N:22][C:21]([CH:24]=[CH2:25])=[CH:20][N:19]=2)=[O:11])[CH:5]=[CH:6][C:7]=1[F:8].